From a dataset of Forward reaction prediction with 1.9M reactions from USPTO patents (1976-2016). Predict the product of the given reaction. (1) Given the reactants C([O:8][C:9]1[CH:18]=[C:17]2[C:12]([C:13]3[N:22]4[CH2:23][CH2:24][CH2:25][N:26]([S:28]([CH3:31])(=[O:30])=[O:29])[CH2:27][C:21]4=[N:20][C:14]=3[C:15]([NH2:19])=[N:16]2)=[CH:11][CH:10]=1)C1C=CC=CC=1, predict the reaction product. The product is: [NH2:19][C:15]1[C:14]2[N:20]=[C:21]3[CH2:27][N:26]([S:28]([CH3:31])(=[O:30])=[O:29])[CH2:25][CH2:24][CH2:23][N:22]3[C:13]=2[C:12]2[C:17](=[CH:18][C:9]([OH:8])=[CH:10][CH:11]=2)[N:16]=1. (2) Given the reactants [CH3:1][C:2]1[NH:3][C:4]([C:12]([O:14]CC)=O)=[C:5]([CH:7]2[CH2:11][CH2:10][CH2:9][O:8]2)[N:6]=1.O1CCCC1C(Cl)=O.N[N:26]1C(C(OCC)=O)=C(C2CCCO2)[N:28]=[C:27]1C, predict the reaction product. The product is: [CH3:1][C:2]1[N:3]2[C:4]([C:12](=[O:14])[NH:28][CH:27]=[N:26]2)=[C:5]([CH:7]2[CH2:11][CH2:10][CH2:9][O:8]2)[N:6]=1. (3) Given the reactants [CH2:1]([S:3]([N:6]1[CH2:11][CH2:10][CH:9]([C:12]2[C:20]3[C:15](=[C:16]([C:32]([NH2:34])=[O:33])[CH:17]=[C:18]([C:21]4[CH:29]=[C:28]([CH:30]=O)[C:24]5[CH2:25][CH2:26][O:27][C:23]=5[CH:22]=4)[CH:19]=3)[NH:14][CH:13]=2)[CH2:8][CH2:7]1)(=[O:5])=[O:4])[CH3:2].[CH3:35][NH:36][CH3:37].C([BH3-])#N.[Na+], predict the reaction product. The product is: [CH3:35][N:36]([CH2:30][C:28]1[C:24]2[CH2:25][CH2:26][O:27][C:23]=2[CH:22]=[C:21]([C:18]2[CH:19]=[C:20]3[C:15](=[C:16]([C:32]([NH2:34])=[O:33])[CH:17]=2)[NH:14][CH:13]=[C:12]3[CH:9]2[CH2:8][CH2:7][N:6]([S:3]([CH2:1][CH3:2])(=[O:4])=[O:5])[CH2:11][CH2:10]2)[CH:29]=1)[CH3:37]. (4) Given the reactants [F:1][C:2]1[CH:3]=[C:4]2[C:8](=[CH:9][CH:10]=1)[N:7]([CH2:11][C:12]1[CH:17]=[CH:16][CH:15]=[C:14]([F:18])[CH:13]=1)[C:6]([C:19](O)=[O:20])=[CH:5]2.[N:22]1([C:27]2[N:32]=[CH:31][C:30]([NH2:33])=[CH:29][N:28]=2)[CH2:26][CH2:25][CH2:24][CH2:23]1, predict the reaction product. The product is: [N:22]1([C:27]2[N:28]=[CH:29][C:30]([NH:33][C:19]([C:6]3[N:7]([CH2:11][C:12]4[CH:17]=[CH:16][CH:15]=[C:14]([F:18])[CH:13]=4)[C:8]4[C:4]([CH:5]=3)=[CH:3][C:2]([F:1])=[CH:10][CH:9]=4)=[O:20])=[CH:31][N:32]=2)[CH2:26][CH2:25][CH2:24][CH2:23]1.